Dataset: Full USPTO retrosynthesis dataset with 1.9M reactions from patents (1976-2016). Task: Predict the reactants needed to synthesize the given product. Given the product [Cl:27][C:28]1[CH:29]=[C:30]([N:35]2[CH2:40][CH2:39][N:38]([C:2]3[C:11]4[C:6](=[CH:7][C:8]([S:12]([NH:15][C:16]5[S:17][CH:18]=[CH:19][N:20]=5)(=[O:14])=[O:13])=[CH:9][CH:10]=4)[CH:5]=[CH:4][N:3]=3)[CH2:37][CH2:36]2)[CH:31]=[CH:32][C:33]=1[Cl:34], predict the reactants needed to synthesize it. The reactants are: Cl[C:2]1[C:11]2[C:6](=[CH:7][C:8]([S:12]([NH:15][C:16]3[S:17][CH:18]=[CH:19][N:20]=3)(=[O:14])=[O:13])=[CH:9][CH:10]=2)[CH:5]=[CH:4][N:3]=1.C(=O)([O-])[O-].[K+].[K+].[Cl:27][C:28]1[CH:29]=[C:30]([N:35]2[CH2:40][CH2:39][NH:38][CH2:37][CH2:36]2)[CH:31]=[CH:32][C:33]=1[Cl:34].